From a dataset of NCI-60 drug combinations with 297,098 pairs across 59 cell lines. Regression. Given two drug SMILES strings and cell line genomic features, predict the synergy score measuring deviation from expected non-interaction effect. (1) Drug 1: COC1=C(C=C2C(=C1)N=CN=C2NC3=CC(=C(C=C3)F)Cl)OCCCN4CCOCC4. Drug 2: C1C(C(OC1N2C=C(C(=O)NC2=O)F)CO)O. Cell line: HT29. Synergy scores: CSS=54.4, Synergy_ZIP=3.21, Synergy_Bliss=2.43, Synergy_Loewe=4.98, Synergy_HSA=9.20. (2) Drug 2: CC1=CC=C(C=C1)C2=CC(=NN2C3=CC=C(C=C3)S(=O)(=O)N)C(F)(F)F. Synergy scores: CSS=2.60, Synergy_ZIP=-6.37, Synergy_Bliss=-9.07, Synergy_Loewe=-14.1, Synergy_HSA=-7.17. Cell line: CAKI-1. Drug 1: C1CCC(C1)C(CC#N)N2C=C(C=N2)C3=C4C=CNC4=NC=N3. (3) Drug 1: CC1=C2C(C(=O)C3(C(CC4C(C3C(C(C2(C)C)(CC1OC(=O)C(C(C5=CC=CC=C5)NC(=O)OC(C)(C)C)O)O)OC(=O)C6=CC=CC=C6)(CO4)OC(=O)C)O)C)O. Drug 2: C1C(C(OC1N2C=NC(=NC2=O)N)CO)O. Cell line: SF-268. Synergy scores: CSS=13.5, Synergy_ZIP=-7.07, Synergy_Bliss=-4.10, Synergy_Loewe=-21.7, Synergy_HSA=-5.24. (4) Drug 1: COC1=CC(=CC(=C1O)OC)C2C3C(COC3=O)C(C4=CC5=C(C=C24)OCO5)OC6C(C(C7C(O6)COC(O7)C8=CC=CS8)O)O. Drug 2: CC1C(C(CC(O1)OC2CC(CC3=C2C(=C4C(=C3O)C(=O)C5=C(C4=O)C(=CC=C5)OC)O)(C(=O)C)O)N)O.Cl. Cell line: RXF 393. Synergy scores: CSS=34.0, Synergy_ZIP=-2.29, Synergy_Bliss=6.85, Synergy_Loewe=8.80, Synergy_HSA=10.1. (5) Drug 1: CC1=CC2C(CCC3(C2CCC3(C(=O)C)OC(=O)C)C)C4(C1=CC(=O)CC4)C. Drug 2: C1=C(C(=O)NC(=O)N1)N(CCCl)CCCl. Cell line: HCT116. Synergy scores: CSS=25.3, Synergy_ZIP=0.679, Synergy_Bliss=-0.575, Synergy_Loewe=-16.2, Synergy_HSA=0.255.